Dataset: NCI-60 drug combinations with 297,098 pairs across 59 cell lines. Task: Regression. Given two drug SMILES strings and cell line genomic features, predict the synergy score measuring deviation from expected non-interaction effect. (1) Drug 1: CCC1=CC2CC(C3=C(CN(C2)C1)C4=CC=CC=C4N3)(C5=C(C=C6C(=C5)C78CCN9C7C(C=CC9)(C(C(C8N6C)(C(=O)OC)O)OC(=O)C)CC)OC)C(=O)OC.C(C(C(=O)O)O)(C(=O)O)O. Drug 2: COC1=C2C(=CC3=C1OC=C3)C=CC(=O)O2. Cell line: NCI-H460. Synergy scores: CSS=58.3, Synergy_ZIP=0.291, Synergy_Bliss=-0.595, Synergy_Loewe=-19.5, Synergy_HSA=-1.46. (2) Drug 1: COC1=C2C(=CC3=C1OC=C3)C=CC(=O)O2. Drug 2: C(CCl)NC(=O)N(CCCl)N=O. Cell line: MDA-MB-231. Synergy scores: CSS=10.5, Synergy_ZIP=-1.07, Synergy_Bliss=-0.398, Synergy_Loewe=-0.858, Synergy_HSA=-0.507. (3) Drug 1: C1=C(C(=O)NC(=O)N1)F. Drug 2: C1=NC2=C(N1)C(=S)N=C(N2)N. Cell line: HCT116. Synergy scores: CSS=64.5, Synergy_ZIP=-3.73, Synergy_Bliss=-5.09, Synergy_Loewe=-1.63, Synergy_HSA=0.474. (4) Drug 1: CC12CCC(CC1=CCC3C2CCC4(C3CC=C4C5=CN=CC=C5)C)O. Synergy scores: CSS=11.9, Synergy_ZIP=-2.16, Synergy_Bliss=-3.59, Synergy_Loewe=-13.1, Synergy_HSA=-1.66. Drug 2: CNC(=O)C1=NC=CC(=C1)OC2=CC=C(C=C2)NC(=O)NC3=CC(=C(C=C3)Cl)C(F)(F)F. Cell line: SF-295. (5) Drug 1: CC1=C2C(C(=O)C3(C(CC4C(C3C(C(C2(C)C)(CC1OC(=O)C(C(C5=CC=CC=C5)NC(=O)C6=CC=CC=C6)O)O)OC(=O)C7=CC=CC=C7)(CO4)OC(=O)C)O)C)OC(=O)C. Drug 2: CC1=C(N=C(N=C1N)C(CC(=O)N)NCC(C(=O)N)N)C(=O)NC(C(C2=CN=CN2)OC3C(C(C(C(O3)CO)O)O)OC4C(C(C(C(O4)CO)O)OC(=O)N)O)C(=O)NC(C)C(C(C)C(=O)NC(C(C)O)C(=O)NCCC5=NC(=CS5)C6=NC(=CS6)C(=O)NCCC[S+](C)C)O. Cell line: LOX IMVI. Synergy scores: CSS=31.9, Synergy_ZIP=-2.54, Synergy_Bliss=-2.42, Synergy_Loewe=-5.47, Synergy_HSA=0.291. (6) Drug 1: CN1C(=O)N2C=NC(=C2N=N1)C(=O)N. Drug 2: CCCCCOC(=O)NC1=NC(=O)N(C=C1F)C2C(C(C(O2)C)O)O. Cell line: UO-31. Synergy scores: CSS=1.35, Synergy_ZIP=-1.57, Synergy_Bliss=-2.52, Synergy_Loewe=-3.94, Synergy_HSA=-3.25. (7) Drug 1: CC1CCC2CC(C(=CC=CC=CC(CC(C(=O)C(C(C(=CC(C(=O)CC(OC(=O)C3CCCCN3C(=O)C(=O)C1(O2)O)C(C)CC4CCC(C(C4)OC)O)C)C)O)OC)C)C)C)OC. Drug 2: CC=C1C(=O)NC(C(=O)OC2CC(=O)NC(C(=O)NC(CSSCCC=C2)C(=O)N1)C(C)C)C(C)C. Cell line: SW-620. Synergy scores: CSS=40.8, Synergy_ZIP=2.29, Synergy_Bliss=2.81, Synergy_Loewe=1.44, Synergy_HSA=1.79. (8) Cell line: NCI-H522. Synergy scores: CSS=32.9, Synergy_ZIP=-1.21, Synergy_Bliss=-1.40, Synergy_Loewe=-0.600, Synergy_HSA=0.442. Drug 1: COC1=C(C=C2C(=C1)N=CN=C2NC3=CC(=C(C=C3)F)Cl)OCCCN4CCOCC4. Drug 2: C1C(C(OC1N2C=NC3=C(N=C(N=C32)Cl)N)CO)O. (9) Drug 1: C1=CC(=C2C(=C1NCCNCCO)C(=O)C3=C(C=CC(=C3C2=O)O)O)NCCNCCO. Drug 2: CCC1(CC2CC(C3=C(CCN(C2)C1)C4=CC=CC=C4N3)(C5=C(C=C6C(=C5)C78CCN9C7C(C=CC9)(C(C(C8N6C)(C(=O)OC)O)OC(=O)C)CC)OC)C(=O)OC)O.OS(=O)(=O)O. Cell line: HOP-92. Synergy scores: CSS=44.8, Synergy_ZIP=-5.12, Synergy_Bliss=-3.00, Synergy_Loewe=-3.70, Synergy_HSA=1.81. (10) Drug 1: C1=CC(=CC=C1CC(C(=O)O)N)N(CCCl)CCCl.Cl. Drug 2: CC(C)NC(=O)C1=CC=C(C=C1)CNNC.Cl. Cell line: SN12C. Synergy scores: CSS=10.3, Synergy_ZIP=-5.05, Synergy_Bliss=-3.64, Synergy_Loewe=-10.5, Synergy_HSA=-4.19.